Task: Predict which catalyst facilitates the given reaction.. Dataset: Catalyst prediction with 721,799 reactions and 888 catalyst types from USPTO Product: [OH:27][C@@H:24]1[CH2:25][CH2:26][N:22]([C:3]2[C:2]([C:32]3[CH:33]=[N:34][CH:35]=[C:30]([C:29]([F:40])([F:39])[F:28])[CH:31]=3)=[CH:21][C:6]([C:7]([NH:9][C:10]3[CH:15]=[CH:14][C:13]([O:16][C:17]([F:20])([F:19])[F:18])=[CH:12][CH:11]=3)=[O:8])=[CH:5][N:4]=2)[CH2:23]1. Reactant: Br[C:2]1[C:3]([N:22]2[CH2:26][CH2:25][C@@H:24]([OH:27])[CH2:23]2)=[N:4][CH:5]=[C:6]([CH:21]=1)[C:7]([NH:9][C:10]1[CH:15]=[CH:14][C:13]([O:16][C:17]([F:20])([F:19])[F:18])=[CH:12][CH:11]=1)=[O:8].[F:28][C:29]([F:40])([F:39])[C:30]1[CH:31]=[C:32](B(O)O)[CH:33]=[N:34][CH:35]=1.C([O-])([O-])=O.[Cs+].[Cs+].O. The catalyst class is: 12.